Predict the reaction yield, written as a fraction of the theoretical maximum amount of product (1.0 means a 100% yield; for example, 0.34 means a 34% yield). From a dataset of Reaction yield outcomes from USPTO patents with 853,638 reactions. The reactants are C([O-])([O-])=O.[K+].[K+].[C:7]1([CH2:13][S:14](Cl)(=[O:16])=[O:15])[CH:12]=[CH:11][CH:10]=[CH:9][CH:8]=1.Br.[Br:19][CH2:20][CH2:21][NH2:22].O. The catalyst is C(Cl)Cl. The product is [Br:19][CH2:20][CH2:21][NH:22][S:14]([CH2:13][C:7]1[CH:12]=[CH:11][CH:10]=[CH:9][CH:8]=1)(=[O:16])=[O:15]. The yield is 0.800.